This data is from Peptide-MHC class I binding affinity with 185,985 pairs from IEDB/IMGT. The task is: Regression. Given a peptide amino acid sequence and an MHC pseudo amino acid sequence, predict their binding affinity value. This is MHC class I binding data. (1) The peptide sequence is KIRLRPGGK. The MHC is HLA-A02:02 with pseudo-sequence HLA-A02:02. The binding affinity (normalized) is 0. (2) The peptide sequence is HSSVAGGLW. The MHC is HLA-A26:01 with pseudo-sequence HLA-A26:01. The binding affinity (normalized) is 0.0847. (3) The peptide sequence is NIRQAGVQY. The MHC is HLA-B57:01 with pseudo-sequence HLA-B57:01. The binding affinity (normalized) is 0.0562. (4) The peptide sequence is ETDQMDTIY. The MHC is HLA-B57:01 with pseudo-sequence HLA-B57:01. The binding affinity (normalized) is 0.213. (5) The peptide sequence is DVFRPLFDFV. The binding affinity (normalized) is 0.315. The MHC is HLA-A02:01 with pseudo-sequence HLA-A02:01. (6) The peptide sequence is NPIPVGNIY. The MHC is HLA-B51:01 with pseudo-sequence HLA-B51:01. The binding affinity (normalized) is 0.0648. (7) The peptide sequence is MSRKLHRYI. The MHC is HLA-B08:01 with pseudo-sequence HLA-B08:01. The binding affinity (normalized) is 0.218. (8) The peptide sequence is YPQSQPQY. The MHC is HLA-B51:01 with pseudo-sequence HLA-B51:01. The binding affinity (normalized) is 0.0388. (9) The binding affinity (normalized) is 0. The peptide sequence is VPGSETMCY. The MHC is HLA-A11:01 with pseudo-sequence HLA-A11:01. (10) The peptide sequence is MLLRSAIGQV. The MHC is HLA-A02:02 with pseudo-sequence HLA-A02:02. The binding affinity (normalized) is 0.331.